Dataset: Catalyst prediction with 721,799 reactions and 888 catalyst types from USPTO. Task: Predict which catalyst facilitates the given reaction. (1) Reactant: [NH2:1][C:2]1[C:11]2[N:12]=[C:13]([CH2:20][O:21][NH2:22])[N:14]([CH2:15][C:16]([CH3:19])([OH:18])[CH3:17])[C:10]=2[C:9]2[CH:8]=[CH:7][CH:6]=[CH:5][C:4]=2[N:3]=1.[CH3:23][C:24]([CH3:26])=O. Product: [NH2:1][C:2]1[C:11]2[N:12]=[C:13]([CH2:20][O:21][N:22]=[C:24]([CH3:26])[CH3:23])[N:14]([CH2:15][C:16]([OH:18])([CH3:19])[CH3:17])[C:10]=2[C:9]2[CH:8]=[CH:7][CH:6]=[CH:5][C:4]=2[N:3]=1. The catalyst class is: 5. (2) Reactant: [F:1][C:2]([F:28])([F:27])[C:3]([F:26])([C:22]([F:25])([F:24])[F:23])[CH2:4][CH:5]([CH2:11][C:12]([F:21])([C:17]([F:20])([F:19])[F:18])[C:13]([F:16])([F:15])[F:14])[CH2:6][CH2:7][CH2:8][CH2:9]I.C(O)C.[C:32]([S-:34])#[N:33].[K+]. Product: [F:1][C:2]([F:28])([F:27])[C:3]([F:26])([C:22]([F:25])([F:24])[F:23])[CH2:4][CH:5]([CH2:11][C:12]([F:21])([C:17]([F:20])([F:19])[F:18])[C:13]([F:16])([F:15])[F:14])[CH2:6][CH2:7][CH2:8][CH2:9][S:34][C:32]#[N:33]. The catalyst class is: 15. (3) Reactant: [NH:1]1[C:9]2[C:4](=[CH:5][CH:6]=[CH:7][C:8]=2[C:10]([OH:12])=O)[CH:3]=[CH:2]1.CN(C(ON1N=NC2C=CC=CC1=2)=[N+](C)C)C.[B-](F)(F)(F)F.C(N(CC)C(C)C)(C)C.[C:44]([C:48]1[CH:68]=[CH:67][C:51]([CH2:52][NH:53][CH2:54][CH2:55][C:56]2[CH:61]=[C:60]([C:62]([F:65])([F:64])[F:63])[CH:59]=[CH:58][C:57]=2[F:66])=[CH:50][CH:49]=1)([CH3:47])([CH3:46])[CH3:45]. Product: [C:44]([C:48]1[CH:49]=[CH:50][C:51]([CH2:52][N:53]([CH2:54][CH2:55][C:56]2[CH:61]=[C:60]([C:62]([F:65])([F:63])[F:64])[CH:59]=[CH:58][C:57]=2[F:66])[C:10]([C:8]2[CH:7]=[CH:6][CH:5]=[C:4]3[C:9]=2[NH:1][CH:2]=[CH:3]3)=[O:12])=[CH:67][CH:68]=1)([CH3:47])([CH3:45])[CH3:46]. The catalyst class is: 18. (4) Product: [CH3:39][O:40][C:41]1[CH:61]=[CH:60][C:44]([O:45][C:46]2[CH:59]=[CH:58][C:49]([CH2:50][NH:51][C:52]([C:54]3([NH:57][C:36]([C:35]4[C:31]([CH3:30])=[N:32][O:33][CH:34]=4)=[O:38])[CH2:55][CH2:56]3)=[O:53])=[CH:48][CH:47]=2)=[C:43]([C:62]([F:63])([F:64])[F:65])[CH:42]=1. Reactant: C(N(CC)CC)C.CN(C(ON1N=NC2C=CC=CC1=2)=[N+](C)C)C.[B-](F)(F)(F)F.[CH3:30][C:31]1[C:35]([C:36]([OH:38])=O)=[CH:34][O:33][N:32]=1.[CH3:39][O:40][C:41]1[CH:61]=[CH:60][C:44]([O:45][C:46]2[CH:59]=[CH:58][C:49]([CH2:50][NH:51][C:52]([C:54]3([NH2:57])[CH2:56][CH2:55]3)=[O:53])=[CH:48][CH:47]=2)=[C:43]([C:62]([F:65])([F:64])[F:63])[CH:42]=1. The catalyst class is: 3. (5) Reactant: [CH3:1][N:2]([CH:12]1[CH2:17][CH2:16][O:15][CH2:14][CH2:13]1)[C:3]1[CH:8]=[CH:7][C:6]([N+:9]([O-])=O)=[CH:5][N:4]=1. The catalyst class is: 19. Product: [CH3:1][N:2]([CH:12]1[CH2:17][CH2:16][O:15][CH2:14][CH2:13]1)[C:3]1[CH:8]=[CH:7][C:6]([NH2:9])=[CH:5][N:4]=1. (6) Reactant: Cl[C:2]1[N:10]=[C:9]2[C:5]([N:6]([CH2:11][C:12]3[CH:17]=[CH:16][C:15]([O:18][CH3:19])=[CH:14][CH:13]=3)[CH:7]=[N:8]2)=[C:4]([O:20][C:21]2[CH:26]=[CH:25][C:24]([C:27]3[CH:32]=[CH:31][N:30]=[CH:29][CH:28]=3)=[CH:23][CH:22]=2)[N:3]=1.[NH2:33][C:34]1[CH:41]=[CH:40][C:37]([C:38]#[N:39])=[CH:36][CH:35]=1.C1C=CC(P(C2C(C3C(P(C4C=CC=CC=4)C4C=CC=CC=4)=CC=C4C=3C=CC=C4)=C3C(C=CC=C3)=CC=2)C2C=CC=CC=2)=CC=1.C([O-])([O-])=O.[Cs+].[Cs+]. Product: [CH3:19][O:18][C:15]1[CH:14]=[CH:13][C:12]([CH2:11][N:6]2[C:5]3[C:9](=[N:10][C:2]([NH:33][C:34]4[CH:41]=[CH:40][C:37]([C:38]#[N:39])=[CH:36][CH:35]=4)=[N:3][C:4]=3[O:20][C:21]3[CH:26]=[CH:25][C:24]([C:27]4[CH:32]=[CH:31][N:30]=[CH:29][CH:28]=4)=[CH:23][CH:22]=3)[N:8]=[CH:7]2)=[CH:17][CH:16]=1. The catalyst class is: 222. (7) Reactant: [CH3:1][O:2][C:3]1[CH:4]=[CH:5][C:6]([CH2:9][O:10][C:11]2[CH:16]=[N:15][NH:14][C:13](=[O:17])[CH:12]=2)=[N:7][CH:8]=1.C(=O)([O-])[O-].[Cs+].[Cs+].Br[CH2:25][C:26]([C:28]1[CH:33]=[CH:32][C:31]([CH:34]([OH:36])[CH3:35])=[CH:30][C:29]=1[CH3:37])=[O:27].BrC(Br)=O. Product: [OH:36][CH:34]([C:31]1[CH:32]=[CH:33][C:28]([C:26](=[O:27])[CH2:25][N:14]2[C:13](=[O:17])[CH:12]=[C:11]([O:10][CH2:9][C:6]3[CH:5]=[CH:4][C:3]([O:2][CH3:1])=[CH:8][N:7]=3)[CH:16]=[N:15]2)=[C:29]([CH3:37])[CH:30]=1)[CH3:35]. The catalyst class is: 58. (8) Reactant: [NH2:1][C:2]1[CH:3]=[C:4]([C:8]2[N:9]=[C:10]([NH:17][C:18]3[CH:26]=[CH:25][C:21]4[N:22]=[CH:23][S:24][C:20]=4[CH:19]=3)[C:11]3[N:12]([CH:14]=[CH:15][N:16]=3)[CH:13]=2)[CH:5]=[CH:6][CH:7]=1.C(N(CC)CC)C.[C:34]([C:38]1[CH:46]=[CH:45][C:41]([C:42](Cl)=[O:43])=[CH:40][CH:39]=1)([CH3:37])([CH3:36])[CH3:35]. Product: [S:24]1[C:20]2[CH:19]=[C:18]([NH:17][C:10]3[C:11]4[N:12]([CH:14]=[CH:15][N:16]=4)[CH:13]=[C:8]([C:4]4[CH:3]=[C:2]([NH:1][C:42](=[O:43])[C:41]5[CH:45]=[CH:46][C:38]([C:34]([CH3:36])([CH3:35])[CH3:37])=[CH:39][CH:40]=5)[CH:7]=[CH:6][CH:5]=4)[N:9]=3)[CH:26]=[CH:25][C:21]=2[N:22]=[CH:23]1. The catalyst class is: 1. (9) Product: [NH2:1][C@@H:2]([C:4]1[C:5]([F:32])=[C:6]([C:10]2[CH:19]=[C:18]3[C:13]([CH2:14][CH2:15][CH2:16][N:17]3[CH2:20][C:21]3[CH:26]=[CH:25][CH:24]=[CH:23][C:22]=3[CH2:27][C:28]([OH:30])=[O:29])=[CH:12][CH:11]=2)[CH:7]=[CH:8][CH:9]=1)[CH3:3]. The catalyst class is: 23. Reactant: [NH2:1][C@@H:2]([C:4]1[C:5]([F:32])=[C:6]([C:10]2[CH:19]=[C:18]3[C:13]([CH2:14][CH2:15][CH2:16][N:17]3[CH2:20][C:21]3[CH:26]=[CH:25][CH:24]=[CH:23][C:22]=3[CH2:27][C:28]([O:30]C)=[O:29])=[CH:12][CH:11]=2)[CH:7]=[CH:8][CH:9]=1)[CH3:3].[Li+].[OH-].